Predict the reaction yield, written as a fraction of the theoretical maximum amount of product (1.0 means a 100% yield; for example, 0.34 means a 34% yield). From a dataset of Reaction yield outcomes from USPTO patents with 853,638 reactions. (1) The catalyst is C1COCC1.CCO. The reactants are [N+](C1C=CC(C([O:10][CH2:11][CH2:12][CH2:13][CH2:14][C@@H:15]([O:21][N+:22]([O-:24])=[O:23])[CH2:16][O:17][N+:18]([O-:20])=[O:19])=O)=CC=1)([O-])=O.[OH-].[Na+]. The yield is 0.810. The product is [N+:18]([O-:20])([O:17][CH2:16][C@H:15]([O:21][N+:22]([O-:24])=[O:23])[CH2:14][CH2:13][CH2:12][CH2:11][OH:10])=[O:19]. (2) The reactants are [Cl:1][C:2]1[CH:10]=[C:9]2[C:5]([C:6]([CH2:18][CH2:19]O)=[C:7]([Si:11]([CH2:16][CH3:17])([CH2:14][CH3:15])[CH2:12][CH3:13])[NH:8]2)=[CH:4][C:3]=1[CH3:21].C1(P(C2C=CC=CC=2)C2C=CC=CC=2)C=CC=CC=1.[Br:41]C(Br)(Br)Br. The catalyst is C1COCC1. The product is [Br:41][CH2:19][CH2:18][C:6]1[C:5]2[C:9](=[CH:10][C:2]([Cl:1])=[C:3]([CH3:21])[CH:4]=2)[NH:8][C:7]=1[Si:11]([CH2:16][CH3:17])([CH2:14][CH3:15])[CH2:12][CH3:13]. The yield is 0.420.